Dataset: Peptide-MHC class I binding affinity with 185,985 pairs from IEDB/IMGT. Task: Regression. Given a peptide amino acid sequence and an MHC pseudo amino acid sequence, predict their binding affinity value. This is MHC class I binding data. (1) The peptide sequence is SVFALLPPQ. The MHC is HLA-A24:03 with pseudo-sequence HLA-A24:03. The binding affinity (normalized) is 0.0847. (2) The peptide sequence is SRWGYQVKH. The MHC is HLA-A02:01 with pseudo-sequence HLA-A02:01. The binding affinity (normalized) is 0.0847. (3) The peptide sequence is LFPELECFF. The MHC is HLA-A68:02 with pseudo-sequence HLA-A68:02. The binding affinity (normalized) is 0.0847. (4) The peptide sequence is RRAIRGEYL. The MHC is HLA-B27:05 with pseudo-sequence HLA-B27:05. The binding affinity (normalized) is 0.800. (5) The peptide sequence is TTADHMHML. The MHC is HLA-B15:01 with pseudo-sequence HLA-B15:01. The binding affinity (normalized) is 0.0847. (6) The MHC is Patr-B0101 with pseudo-sequence Patr-B0101. The peptide sequence is KFNPMKTYI. The binding affinity (normalized) is 0.